From a dataset of Reaction yield outcomes from USPTO patents with 853,638 reactions. Predict the reaction yield, written as a fraction of the theoretical maximum amount of product (1.0 means a 100% yield; for example, 0.34 means a 34% yield). (1) The reactants are [OH:1][CH2:2][C:3]1([CH2:7][O:8][C@H:9]2[CH2:14][CH2:13][C@H:12]([N:15]3[C:20](=[O:21])[C:19]([CH2:22][C:23]4[CH:28]=[CH:27][C:26]([C:29]5[C:30]([C:35]#[N:36])=[CH:31][CH:32]=[CH:33][CH:34]=5)=[CH:25][CH:24]=4)=[C:18]([CH2:37][CH2:38][CH3:39])[N:17]4[N:40]=[CH:41][N:42]=[C:16]34)[CH2:11][CH2:10]2)[CH2:6][CH2:5][CH2:4]1.C(N(CC)CC)C.Cl. The catalyst is CS(C)=O. The product is [CH:2]([C:3]1([CH2:7][O:8][C@H:9]2[CH2:14][CH2:13][C@H:12]([N:15]3[C:20](=[O:21])[C:19]([CH2:22][C:23]4[CH:24]=[CH:25][C:26]([C:29]5[C:30]([C:35]#[N:36])=[CH:31][CH:32]=[CH:33][CH:34]=5)=[CH:27][CH:28]=4)=[C:18]([CH2:37][CH2:38][CH3:39])[N:17]4[N:40]=[CH:41][N:42]=[C:16]34)[CH2:11][CH2:10]2)[CH2:6][CH2:5][CH2:4]1)=[O:1]. The yield is 1.00. (2) The reactants are [OH:1][C:2]1[C:3]([O:13][CH3:14])=[C:4]([NH:8][S:9]([CH3:12])(=[O:11])=[O:10])[CH:5]=[CH:6][CH:7]=1.F[C:16]1[CH:21]=[CH:20][C:19]([F:22])=[CH:18][C:17]=1[N+:23]([O-:25])=[O:24].[NH2:26][C:27]1[CH:46]=[C:45]([F:47])[CH:44]=[CH:43][C:28]=1[O:29][C:30]1[C:31]([O:41][CH3:42])=[C:32]([NH:36][S:37]([CH3:40])(=[O:39])=[O:38])[CH:33]=[CH:34][CH:35]=1.[NH2:48][C:49]1[S:50][CH:51]=[CH:52][N:53]=1. No catalyst specified. The product is [F:22][C:19]1[CH:20]=[CH:21][C:16]([O:1][C:2]2[C:3]([O:13][CH3:14])=[C:4]([NH:8][S:9]([CH3:12])(=[O:11])=[O:10])[CH:5]=[CH:6][CH:7]=2)=[C:17]([N+:23]([O-:25])=[O:24])[CH:18]=1.[F:47][C:45]1[CH:44]=[CH:43][C:28]([O:29][C:30]2[C:31]([O:41][CH3:42])=[C:32]([NH:36][S:37]([CH3:40])(=[O:38])=[O:39])[CH:33]=[CH:34][CH:35]=2)=[C:27]([NH:26][C:2]([NH:48][C:49]2[S:50][CH:51]=[CH:52][N:53]=2)=[O:1])[CH:46]=1. The yield is 0.480. (3) The reactants are [F:1][C:2]1[C:10]([O:11][C:12]2[C:21]3[C:16](=[CH:17][C:18]([O:24][CH2:25][C@@H:26]4[CH2:30][CH2:29][CH2:28][NH:27]4)=[C:19]([O:22][CH3:23])[CH:20]=3)[N:15]=[CH:14][N:13]=2)=[CH:9][CH:8]=[C:7]2[C:3]=1[CH:4]=[C:5]([CH3:31])[NH:6]2.[C:32](Cl)(=[O:34])[CH3:33]. No catalyst specified. The product is [C:32]([N:27]1[CH2:28][CH2:29][CH2:30][C@H:26]1[CH2:25][O:24][C:18]1[CH:17]=[C:16]2[C:21]([C:12]([O:11][C:10]3[C:2]([F:1])=[C:3]4[C:7](=[CH:8][CH:9]=3)[NH:6][C:5]([CH3:31])=[CH:4]4)=[N:13][CH:14]=[N:15]2)=[CH:20][C:19]=1[O:22][CH3:23])(=[O:34])[CH3:33]. The yield is 0.580. (4) The reactants are C(N1C(C2CCN(C3COC3)CC2)=CC(C2C=C(C(F)(F)F)C(N)=NC=2)=N1)(C)C.I[C:31]1[CH:35]=[C:34]([CH:36]2[CH2:41][CH2:40][N:39]([CH:42]3[CH2:45][O:44][CH2:43]3)[CH2:38][CH2:37]2)[N:33]([CH3:46])[N:32]=1.[F:47][C:48]([F:68])([F:67])[C:49]1[C:57]2[C:52](=[N:53][CH:54]=[C:55](B3OC(C)(C)C(C)(C)O3)[CH:56]=2)[NH:51][CH:50]=1. No catalyst specified. The product is [CH3:46][N:33]1[C:34]([CH:36]2[CH2:41][CH2:40][N:39]([CH:42]3[CH2:45][O:44][CH2:43]3)[CH2:38][CH2:37]2)=[CH:35][C:31]([C:55]2[CH:56]=[C:57]3[C:49]([C:48]([F:67])([F:68])[F:47])=[CH:50][NH:51][C:52]3=[N:53][CH:54]=2)=[N:32]1. The yield is 0.131. (5) The reactants are [I:1][C:2]1[CH:11]=[CH:10][C:9]2[C:4](=[C:5]([OH:12])[CH:6]=[CH:7][CH:8]=2)[N:3]=1.Br[CH:14]([CH3:16])[CH3:15]. No catalyst specified. The product is [I:1][C:2]1[CH:11]=[CH:10][C:9]2[C:4](=[C:5]([O:12][CH:14]([CH3:16])[CH3:15])[CH:6]=[CH:7][CH:8]=2)[N:3]=1. The yield is 0.840. (6) The reactants are [NH2:1][C@H:2]([C:4]1[N:13]([C:14]2[CH:19]=[CH:18][CH:17]=[C:16]([O:20][CH2:21][C:22]([F:25])([F:24])[F:23])[CH:15]=2)[C:12](=[O:26])[C:11]2[C:6](=[CH:7][CH:8]=[CH:9][C:10]=2[F:27])[N:5]=1)[CH3:3].Cl[C:29]1[C:30]2[CH:37]=[CH:36][NH:35][C:31]=2[N:32]=[CH:33][N:34]=1.C(N(C(C)C)CC)(C)C. The catalyst is CC(O)(C)C. The product is [N:32]1[C:31]2[NH:35][CH:36]=[CH:37][C:30]=2[C:29]([NH:1][C@H:2]([C:4]2[N:13]([C:14]3[CH:19]=[CH:18][CH:17]=[C:16]([O:20][CH2:21][C:22]([F:23])([F:25])[F:24])[CH:15]=3)[C:12](=[O:26])[C:11]3[C:6](=[CH:7][CH:8]=[CH:9][C:10]=3[F:27])[N:5]=2)[CH3:3])=[N:34][CH:33]=1. The yield is 0.280. (7) The reactants are [OH-:1].[Na+].BrBr.[Cl:5][C:6]1[C:11]([Cl:12])=[C:10]([Cl:13])[CH:9]=[CH:8][C:7]=1[C:14](=[O:16])C.Cl. The catalyst is O.O1CCOCC1. The product is [Cl:5][C:6]1[C:11]([Cl:12])=[C:10]([Cl:13])[CH:9]=[CH:8][C:7]=1[C:14]([OH:16])=[O:1]. The yield is 0.910.